This data is from Forward reaction prediction with 1.9M reactions from USPTO patents (1976-2016). The task is: Predict the product of the given reaction. (1) The product is: [Br:1][C:2]1[CH:3]=[C:4]2[C:12](=[CH:13][CH:14]=1)[NH:11][C:10]1[CH:9]([NH:19][C:18]3[CH:20]=[CH:21][CH:22]=[CH:23][C:17]=3[F:16])[CH2:8][CH2:7][CH2:6][C:5]2=1. Given the reactants [Br:1][C:2]1[CH:3]=[C:4]2[C:12](=[CH:13][CH:14]=1)[NH:11][C:10]1[C:9](=O)[CH2:8][CH2:7][CH2:6][C:5]2=1.[F:16][C:17]1[CH:23]=[CH:22][CH:21]=[CH:20][C:18]=1[NH2:19], predict the reaction product. (2) Given the reactants [CH3:1][O:2][C:3]1[CH:4]=[C:5]([C:11]2[CH:12]=[CH:13][C:14]3[N:15]([C:17]([C:21]4[CH:26]=[CH:25][C:24](B5OC(C)(C)C(C)(C)O5)=[CH:23][CH:22]=4)=[C:18]([CH3:20])[N:19]=3)[N:16]=2)[CH:6]=[CH:7][C:8]=1[O:9][CH3:10].Br[C:37]1[CH:38]=[C:39]([C:43]#[N:44])[CH:40]=[N:41][CH:42]=1.C([O-])([O-])=O.[K+].[K+].C(Cl)Cl, predict the reaction product. The product is: [CH3:1][O:2][C:3]1[CH:4]=[C:5]([C:11]2[CH:12]=[CH:13][C:14]3[N:15]([C:17]([C:21]4[CH:26]=[CH:25][C:24]([C:37]5[CH:42]=[N:41][CH:40]=[C:39]([CH:38]=5)[C:43]#[N:44])=[CH:23][CH:22]=4)=[C:18]([CH3:20])[N:19]=3)[N:16]=2)[CH:6]=[CH:7][C:8]=1[O:9][CH3:10]. (3) The product is: [C:23]([C:27]1[CH:28]=[C:29]([NH:55][S:56]([CH3:59])(=[O:58])=[O:57])[C:30]([O:53][CH3:54])=[C:31]([NH:33][C:34]([C:36]2[N:37]([CH3:52])[C:38]3[C:43]([CH:44]=2)=[CH:42][CH:41]=[CH:40][C:39]=3[CH2:45][N:46]2[CH2:47][CH2:48][N:49]([C:8]([CH:4]3[CH2:5][CH2:6][CH2:7][N:2]([CH3:1])[CH2:3]3)=[O:10])[CH2:50][CH2:51]2)=[O:35])[CH:32]=1)([CH3:26])([CH3:24])[CH3:25]. Given the reactants [CH3:1][N:2]1[CH2:7][CH2:6][CH2:5][CH:4]([C:8]([OH:10])=O)[CH2:3]1.C(N1C=CN=C1)(N1C=CN=C1)=O.[C:23]([C:27]1[CH:28]=[C:29]([NH:55][S:56]([CH3:59])(=[O:58])=[O:57])[C:30]([O:53][CH3:54])=[C:31]([NH:33][C:34]([C:36]2[N:37]([CH3:52])[C:38]3[C:43]([CH:44]=2)=[CH:42][CH:41]=[CH:40][C:39]=3[CH2:45][N:46]2[CH2:51][CH2:50][NH:49][CH2:48][CH2:47]2)=[O:35])[CH:32]=1)([CH3:26])([CH3:25])[CH3:24].O, predict the reaction product. (4) Given the reactants F[C:2]1[S:6][C:5]2[CH:7]=[C:8]([F:11])[CH:9]=[CH:10][C:4]=2[C:3]=1[N:12]1[CH2:17][CH2:16][NH:15][CH2:14][CH2:13]1.Br[CH2:19][CH2:20][CH2:21][CH2:22][C:23]1[CH:33]=[CH:32][CH:31]=[C:25]2[C:26]([NH:28][C:29](=[O:30])[C:24]=12)=[O:27].C(N(CC)CC)C.C(#N)C, predict the reaction product. The product is: [F:11][C:8]1[CH:9]=[CH:10][C:4]2[C:3]([N:12]3[CH2:17][CH2:16][N:15]([CH2:19][CH2:20][CH2:21][CH2:22][C:23]4[CH:33]=[CH:32][CH:31]=[C:25]5[C:24]=4[C:29](=[O:30])[NH:28][C:26]5=[O:27])[CH2:14][CH2:13]3)=[CH:2][S:6][C:5]=2[CH:7]=1. (5) Given the reactants C([O:8][N:9]1[C:15](=[O:16])[N:14]2[CH2:17][C@H:10]1[CH2:11][CH2:12][C@H:13]2[C:18]([NH:20][O:21][CH:22]1[CH2:27][CH2:26][N:25]([C:28]([NH:37][C:38](=[O:44])[O:39][C:40]([CH3:43])([CH3:42])[CH3:41])=[N:29][C:30](=[O:36])[O:31][C:32]([CH3:35])([CH3:34])[CH3:33])[CH2:24][CH2:23]1)=[O:19])C1C=CC=CC=1, predict the reaction product. The product is: [OH:8][N:9]1[C:15](=[O:16])[N:14]2[CH2:17][C@H:10]1[CH2:11][CH2:12][C@H:13]2[C:18]([NH:20][O:21][CH:22]1[CH2:23][CH2:24][N:25]([C:28]([NH:37][C:38](=[O:44])[O:39][C:40]([CH3:43])([CH3:42])[CH3:41])=[N:29][C:30](=[O:36])[O:31][C:32]([CH3:33])([CH3:34])[CH3:35])[CH2:26][CH2:27]1)=[O:19]. (6) The product is: [CH2:18]([N:20]([CH2:23][C:24]1[S:28][C:27]([C:29]2[O:1][N:2]=[C:3]([C:4]3[CH:9]=[CH:8][C:7]([S:10]([NH:11][CH2:12][CH2:13][OH:14])(=[O:16])=[O:15])=[CH:6][CH:5]=3)[N:17]=2)=[CH:26][C:25]=1[CH3:32])[CH2:21][CH3:22])[CH3:19]. Given the reactants [OH:1][NH:2][C:3](=[NH:17])[C:4]1[CH:9]=[CH:8][C:7]([S:10](=[O:16])(=[O:15])[NH:11][CH2:12][CH2:13][OH:14])=[CH:6][CH:5]=1.[CH2:18]([N:20]([CH2:23][C:24]1[S:28][C:27]([C:29](O)=O)=[CH:26][C:25]=1[CH3:32])[CH2:21][CH3:22])[CH3:19], predict the reaction product. (7) Given the reactants [Cl:1][C:2]1[C:7]([N+:8]([O-:10])=[O:9])=[CH:6][CH:5]=[CH:4][C:3]=1[C:11](=[O:22])[CH:12]([C:15]1[CH:20]=[CH:19][C:18]([Cl:21])=[CH:17][CH:16]=1)[C:13]#[N:14].C([O-])([O-])=O.[K+].[K+].I[CH2:30][CH3:31], predict the reaction product. The product is: [Cl:1][C:2]1[C:7]([N+:8]([O-:10])=[O:9])=[CH:6][CH:5]=[CH:4][C:3]=1/[C:11](/[O:22][CH2:30][CH3:31])=[C:12](/[C:15]1[CH:16]=[CH:17][C:18]([Cl:21])=[CH:19][CH:20]=1)\[C:13]#[N:14].